This data is from KCNQ2 potassium channel screen with 302,405 compounds. The task is: Binary Classification. Given a drug SMILES string, predict its activity (active/inactive) in a high-throughput screening assay against a specified biological target. (1) The drug is Brc1ccc(C(=O)c2cc3c(oc2=O)cc(O)cc3)cc1. The result is 0 (inactive). (2) The compound is S(c1oc(nn1)C(N)Cc1c2c([nH]c1)cccc2)CC(C)=C. The result is 0 (inactive).